Dataset: Reaction yield outcomes from USPTO patents with 853,638 reactions. Task: Predict the reaction yield, written as a fraction of the theoretical maximum amount of product (1.0 means a 100% yield; for example, 0.34 means a 34% yield). (1) The reactants are C([Li])CCC.Br[C:7]1[CH:12]=[CH:11][CH:10]=[CH:9][C:8]=1[O:13][C:14]([F:17])([F:16])[F:15].[B:18](OC(C)C)([O:23]C(C)C)[O:19]C(C)C. The catalyst is O1CCCC1. The product is [F:15][C:14]([F:17])([F:16])[O:13][C:8]1[CH:9]=[CH:10][CH:11]=[CH:12][C:7]=1[B:18]([OH:23])[OH:19]. The yield is 0.650. (2) The reactants are [CH3:1][O:2][C:3](=[O:30])[C@H:4]([N:8]([CH2:27][CH:28]=[CH2:29])[S:9]([C:12]1[CH:17]=[CH:16][C:15]([O:18][CH2:19][C:20]2[CH:25]=[CH:24][C:23]([F:26])=[CH:22][CH:21]=2)=[CH:14][CH:13]=1)(=O)=O)[C@@H:5]([OH:7])[CH3:6].C(=O)([O-])[O-].[K+].[K+].FC(F)(F)C([O-])=O.[I:44]I. The catalyst is O1CCCC1.[Hg]. The product is [CH3:1][O:2][C:3]([C@H:4]1[C@H:5]([CH3:6])[O:7][C@@H:28]([CH2:29][I:44])[CH2:27][N:8]1[S:9][C:12]1[CH:17]=[CH:16][C:15]([O:18][CH2:19][C:20]2[CH:25]=[CH:24][C:23]([F:26])=[CH:22][CH:21]=2)=[CH:14][CH:13]=1)=[O:30]. The yield is 0.600.